The task is: Predict the product of the given reaction.. This data is from Forward reaction prediction with 1.9M reactions from USPTO patents (1976-2016). Given the reactants Cl[C:2]1C=CC=C(C(OO)=O)[CH:3]=1.C(S[C:15]1[C:16]([C:21]([NH:23][C:24]2[CH:29]=[CH:28][C:27]([S:30][C:31]([F:34])([F:33])[F:32])=[CH:26][N:25]=2)=[O:22])=[N:17][CH:18]=[CH:19][CH:20]=1)C.C(=O)(O)[O-].[Na+].[S:40]([O-:44])([O-])(=[O:42])=S.[Na+].[Na+], predict the reaction product. The product is: [CH2:2]([S:40]([C:15]1[C:16]([C:21]([NH:23][C:24]2[CH:29]=[CH:28][C:27]([S:30][C:31]([F:33])([F:34])[F:32])=[CH:26][N:25]=2)=[O:22])=[N:17][CH:18]=[CH:19][CH:20]=1)(=[O:44])=[O:42])[CH3:3].